This data is from Peptide-MHC class I binding affinity with 185,985 pairs from IEDB/IMGT. The task is: Regression. Given a peptide amino acid sequence and an MHC pseudo amino acid sequence, predict their binding affinity value. This is MHC class I binding data. The peptide sequence is EVIPMFSAL. The MHC is HLA-A02:11 with pseudo-sequence HLA-A02:11. The binding affinity (normalized) is 0.0847.